Dataset: Catalyst prediction with 721,799 reactions and 888 catalyst types from USPTO. Task: Predict which catalyst facilitates the given reaction. (1) Reactant: [I:1][C:2]1[CH:3]=[CH:4][C:5]2[N:6]([CH:8]=[C:9]([C:11]3[CH:18]=[CH:17][C:14]([CH:15]=[O:16])=[CH:13][CH:12]=3)[N:10]=2)[CH:7]=1.C1(C)C=CC(S([CH2:28][N+:29]#[C-:30])(=O)=O)=CC=1.C(=O)([O-])[O-].[K+].[K+]. Product: [I:1][C:2]1[CH:3]=[CH:4][C:5]2[N:6]([CH:8]=[C:9]([C:11]3[CH:18]=[CH:17][C:14]([C:15]4[O:16][CH:30]=[N:29][CH:28]=4)=[CH:13][CH:12]=3)[N:10]=2)[CH:7]=1. The catalyst class is: 5. (2) Reactant: Br[C:2]1[C:11]2[C:6](=[CH:7][CH:8]=[CH:9][CH:10]=2)[C:5]([Br:12])=[CH:4][CH:3]=1.[Li]CCCC.CN([CH:21]=[O:22])C. Product: [Br:12][C:5]1[C:6]2[C:11](=[CH:10][CH:9]=[CH:8][CH:7]=2)[C:2]([CH:21]=[O:22])=[CH:3][CH:4]=1. The catalyst class is: 28. (3) Reactant: C1(P(C2C=CC=CC=2)C2C=CC=CC=2)C=CC=CC=1.N(/C(OC(C)C)=O)=N\C(OC(C)C)=O.[C:34]([O:37][CH2:38][C:39]1[NH:40][CH:41]=[C:42]([O:46][CH2:47][C:48]2[CH:53]=[CH:52][C:51]([O:54][CH3:55])=[CH:50][CH:49]=2)[C:43](=[O:45])[CH:44]=1)(=[O:36])[CH3:35].[CH2:56](O)[C:57]1[CH:62]=[CH:61][CH:60]=[CH:59][CH:58]=1. Product: [C:34]([O:37][CH2:38][C:39]1[CH:44]=[C:43]([O:45][CH2:56][C:57]2[CH:62]=[CH:61][CH:60]=[CH:59][CH:58]=2)[C:42]([O:46][CH2:47][C:48]2[CH:49]=[CH:50][C:51]([O:54][CH3:55])=[CH:52][CH:53]=2)=[CH:41][N:40]=1)(=[O:36])[CH3:35]. The catalyst class is: 7. (4) Reactant: C([S:4][CH:5]1[CH2:10][CH2:9][CH2:8][N:7]([C:11]([O:13][CH2:14][C:15]2[CH:20]=[CH:19][CH:18]=[CH:17][CH:16]=2)=[O:12])[CH2:6]1)(=O)C. Product: [SH:4][CH:5]1[CH2:10][CH2:9][CH2:8][N:7]([C:11]([O:13][CH2:14][C:15]2[CH:20]=[CH:19][CH:18]=[CH:17][CH:16]=2)=[O:12])[CH2:6]1. The catalyst class is: 5. (5) Reactant: [C:1]([C:3]1[CH:8]=[CH:7][C:6]([CH2:9][CH2:10][N:11]2[CH2:16][CH2:15][N:14](C(OC(C)(C)C)=O)[CH2:13][CH2:12]2)=[CH:5][C:4]=1[NH:24][CH3:25])#[N:2].C(O)(C(F)(F)F)=O. Product: [CH3:25][NH:24][C:4]1[CH:5]=[C:6]([CH2:9][CH2:10][N:11]2[CH2:12][CH2:13][NH:14][CH2:15][CH2:16]2)[CH:7]=[CH:8][C:3]=1[C:1]#[N:2]. The catalyst class is: 2.